From a dataset of Forward reaction prediction with 1.9M reactions from USPTO patents (1976-2016). Predict the product of the given reaction. Given the reactants [Cl:1][C:2]1[CH:3]=[C:4]([NH:8][C:9]2[N:14]=[C:13]([CH:15]3[CH2:17][CH2:16]3)[C:12]([C:18]([OH:20])=[O:19])=[CH:11][N:10]=2)[CH:5]=[CH:6][CH:7]=1.C(OC(C1C(C(C)C)=NC(NC2C=CC=C(Cl)C=2)=NC=1)=O)C, predict the reaction product. The product is: [Cl:1][C:2]1[CH:3]=[C:4]([NH:8][C:9]2[N:14]=[C:13]([CH:15]([CH3:16])[CH3:17])[C:12]([C:18]([OH:20])=[O:19])=[CH:11][N:10]=2)[CH:5]=[CH:6][CH:7]=1.